From a dataset of NCI-60 drug combinations with 297,098 pairs across 59 cell lines. Regression. Given two drug SMILES strings and cell line genomic features, predict the synergy score measuring deviation from expected non-interaction effect. (1) Drug 1: CCCCC(=O)OCC(=O)C1(CC(C2=C(C1)C(=C3C(=C2O)C(=O)C4=C(C3=O)C=CC=C4OC)O)OC5CC(C(C(O5)C)O)NC(=O)C(F)(F)F)O. Drug 2: C1CNP(=O)(OC1)N(CCCl)CCCl. Cell line: HOP-62. Synergy scores: CSS=24.0, Synergy_ZIP=1.27, Synergy_Bliss=-1.41, Synergy_Loewe=-41.0, Synergy_HSA=-6.03. (2) Drug 1: C1CCC(CC1)NC(=O)N(CCCl)N=O. Drug 2: CN1C2=C(C=C(C=C2)N(CCCl)CCCl)N=C1CCCC(=O)O.Cl. Cell line: HCC-2998. Synergy scores: CSS=16.8, Synergy_ZIP=-0.878, Synergy_Bliss=6.35, Synergy_Loewe=3.63, Synergy_HSA=3.32. (3) Drug 1: CC1=C(N=C(N=C1N)C(CC(=O)N)NCC(C(=O)N)N)C(=O)NC(C(C2=CN=CN2)OC3C(C(C(C(O3)CO)O)O)OC4C(C(C(C(O4)CO)O)OC(=O)N)O)C(=O)NC(C)C(C(C)C(=O)NC(C(C)O)C(=O)NCCC5=NC(=CS5)C6=NC(=CS6)C(=O)NCCC[S+](C)C)O. Drug 2: COC1=C2C(=CC3=C1OC=C3)C=CC(=O)O2. Cell line: U251. Synergy scores: CSS=57.9, Synergy_ZIP=8.51, Synergy_Bliss=7.82, Synergy_Loewe=-25.3, Synergy_HSA=7.07. (4) Drug 1: CS(=O)(=O)C1=CC(=C(C=C1)C(=O)NC2=CC(=C(C=C2)Cl)C3=CC=CC=N3)Cl. Drug 2: CS(=O)(=O)CCNCC1=CC=C(O1)C2=CC3=C(C=C2)N=CN=C3NC4=CC(=C(C=C4)OCC5=CC(=CC=C5)F)Cl. Cell line: MCF7. Synergy scores: CSS=7.15, Synergy_ZIP=-0.965, Synergy_Bliss=4.67, Synergy_Loewe=0.783, Synergy_HSA=2.36. (5) Drug 1: CCC1(CC2CC(C3=C(CCN(C2)C1)C4=CC=CC=C4N3)(C5=C(C=C6C(=C5)C78CCN9C7C(C=CC9)(C(C(C8N6C=O)(C(=O)OC)O)OC(=O)C)CC)OC)C(=O)OC)O.OS(=O)(=O)O. Drug 2: C#CCC(CC1=CN=C2C(=N1)C(=NC(=N2)N)N)C3=CC=C(C=C3)C(=O)NC(CCC(=O)O)C(=O)O. Cell line: SF-295. Synergy scores: CSS=40.9, Synergy_ZIP=-3.21, Synergy_Bliss=-3.12, Synergy_Loewe=-4.96, Synergy_HSA=-0.783. (6) Drug 1: C1=C(C(=O)NC(=O)N1)F. Drug 2: CCCS(=O)(=O)NC1=C(C(=C(C=C1)F)C(=O)C2=CNC3=C2C=C(C=N3)C4=CC=C(C=C4)Cl)F. Cell line: HCT116. Synergy scores: CSS=49.8, Synergy_ZIP=0.542, Synergy_Bliss=-0.507, Synergy_Loewe=-7.84, Synergy_HSA=-1.27.